This data is from Reaction yield outcomes from USPTO patents with 853,638 reactions. The task is: Predict the reaction yield, written as a fraction of the theoretical maximum amount of product (1.0 means a 100% yield; for example, 0.34 means a 34% yield). (1) The reactants are [CH2:1]([O:3][C:4](=[O:17])[CH2:5][C:6]1[N:10]2[CH:11]=[C:12]([CH:15]=O)[CH:13]=[CH:14][C:9]2=[N:8][CH:7]=1)[CH3:2].[CH3:18][NH:19][CH3:20].C([BH3-])#N.[Na+].C([O-])(O)=O.[Na+]. The catalyst is C1COCC1.CO.C(O)(=O)C.O. The product is [CH2:1]([O:3][C:4](=[O:17])[CH2:5][C:6]1[N:10]2[CH:11]=[C:12]([CH2:15][N:19]([CH3:20])[CH3:18])[CH:13]=[CH:14][C:9]2=[N:8][CH:7]=1)[CH3:2]. The yield is 0.290. (2) The reactants are S(=O)(=O)(O)O.[Br:6][C:7]1[CH:12]=[CH:11][C:10]([CH2:13][C:14]([OH:16])=[O:15])=[CH:9][CH:8]=1.[CH3:17]O. No catalyst specified. The product is [CH3:17][O:15][C:14](=[O:16])[CH2:13][C:10]1[CH:9]=[CH:8][C:7]([Br:6])=[CH:12][CH:11]=1. The yield is 0.980.